Dataset: Peptide-MHC class II binding affinity with 134,281 pairs from IEDB. Task: Regression. Given a peptide amino acid sequence and an MHC pseudo amino acid sequence, predict their binding affinity value. This is MHC class II binding data. (1) The peptide sequence is IGLQYLGYVIRDLAA. The MHC is DRB3_0301 with pseudo-sequence QEFFIASGAAVDAIMELSFEYYVLQKQNYHVVFT. The binding affinity (normalized) is 0.408. (2) The peptide sequence is KLCLMKAQPTSWPLQ. The MHC is DRB1_0405 with pseudo-sequence DRB1_0405. The binding affinity (normalized) is 0.620.